Dataset: Catalyst prediction with 721,799 reactions and 888 catalyst types from USPTO. Task: Predict which catalyst facilitates the given reaction. (1) Reactant: CO[C:3](=[O:21])[C:4]1[CH:9]=[C:8]([C:10]2[N:11]=[N:12][CH:13]=[CH:14][CH:15]=2)[C:7]([C:16]([F:19])([F:18])[F:17])=[CH:6][C:5]=1[NH2:20].ClC([O:25][C:26]1C=CC(Cl)=CC=1)=O.[CH3:33][S:34]([NH:37][NH2:38])(=[O:36])=[O:35].CCN(C(C)C)C(C)C. Product: [O:25]=[C:26]1[N:38]([NH:37][S:34]([CH3:33])(=[O:36])=[O:35])[C:3](=[O:21])[C:4]2[C:5](=[CH:6][C:7]([C:16]([F:17])([F:18])[F:19])=[C:8]([C:10]3[N:11]=[N:12][CH:13]=[CH:14][CH:15]=3)[CH:9]=2)[NH:20]1. The catalyst class is: 12. (2) Reactant: [Si]([O:8][CH2:9][C@@H:10]([N:19]([CH3:32])[C:20]([NH:22][CH2:23][C:24]1[CH:29]=[CH:28][CH:27]=[C:26]([F:30])[C:25]=1[Cl:31])=[O:21])[CH2:11][C@@H:12]1[CH2:16][O:15][C:14]([CH3:18])([CH3:17])[O:13]1)(C(C)(C)C)(C)C.CCCC[N+](CCCC)(CCCC)CCCC.[F-]. Product: [Cl:31][C:25]1[C:26]([F:30])=[CH:27][CH:28]=[CH:29][C:24]=1[CH2:23][NH:22][C:20](=[O:21])[N:19]([C@H:10]([CH2:9][OH:8])[CH2:11][C@@H:12]1[CH2:16][O:15][C:14]([CH3:18])([CH3:17])[O:13]1)[CH3:32]. The catalyst class is: 1. (3) Reactant: [F:1][C:2]1[CH:7]=[CH:6][CH:5]=[CH:4][C:3]=1[C:8]1[N:13]=[C:12]2[CH:14]=[CH:15][NH:16][C:11]2=[CH:10][CH:9]=1.C1C(=O)N([I:24])C(=O)C1. Product: [F:1][C:2]1[CH:7]=[CH:6][CH:5]=[CH:4][C:3]=1[C:8]1[N:13]=[C:12]2[C:14]([I:24])=[CH:15][NH:16][C:11]2=[CH:10][CH:9]=1. The catalyst class is: 49.